Dataset: Serine/threonine kinase 33 screen with 319,792 compounds. Task: Binary Classification. Given a drug SMILES string, predict its activity (active/inactive) in a high-throughput screening assay against a specified biological target. The molecule is S=C1NC2(NN1C(C)(C)C)CCC(CC2)C. The result is 0 (inactive).